Task: Predict the reactants needed to synthesize the given product.. Dataset: Full USPTO retrosynthesis dataset with 1.9M reactions from patents (1976-2016) Given the product [NH:22]1[C:21]2[CH:25]=[C:17]([C:16]3[C:12]([CH2:11][NH2:10])=[N:13][O:14][C:15]=3[CH3:26])[CH:18]=[CH:19][C:20]=2[N:24]=[CH:23]1, predict the reactants needed to synthesize it. The reactants are: C(OC(=O)[NH:10][CH2:11][C:12]1[C:16]([C:17]2[CH:18]=[CH:19][C:20]3[N:24]=[CH:23][NH:22][C:21]=3[CH:25]=2)=[C:15]([CH3:26])[O:14][N:13]=1)C1C=CC=CC=1.Br.